This data is from Full USPTO retrosynthesis dataset with 1.9M reactions from patents (1976-2016). The task is: Predict the reactants needed to synthesize the given product. (1) Given the product [CH2:17]([NH:24][C@@H:25]1[C:34]2[C:29](=[CH:30][CH:31]=[CH:32][CH:33]=2)[CH2:28][CH2:27][C@@H:26]1[CH3:35])[C:18]1[CH:19]=[CH:20][CH:21]=[CH:22][CH:23]=1, predict the reactants needed to synthesize it. The reactants are: N[C@H](C(O)=O)C.C(O)=O.C(N(CC)CC)C.[CH2:17]([N:24]=[C:25]1[C:34]2[C:29](=[CH:30][CH:31]=[CH:32][CH:33]=2)[CH2:28][CH2:27][CH:26]1[CH3:35])[C:18]1[CH:23]=[CH:22][CH:21]=[CH:20][CH:19]=1. (2) Given the product [CH3:22][C:23]1[C:24]([NH:29][C:2]2[C:11]3[C:6](=[CH:7][CH:8]=[C:9]([S:12]([C:15]4([F:21])[CH2:20][CH2:19][O:18][CH2:17][CH2:16]4)(=[O:14])=[O:13])[CH:10]=3)[N:5]=[CH:4][CH:3]=2)=[N:25][NH:26][C:27]=1[CH3:28], predict the reactants needed to synthesize it. The reactants are: Cl[C:2]1[C:11]2[C:6](=[CH:7][CH:8]=[C:9]([S:12]([C:15]3([F:21])[CH2:20][CH2:19][O:18][CH2:17][CH2:16]3)(=[O:14])=[O:13])[CH:10]=2)[N:5]=[CH:4][CH:3]=1.[CH3:22][C:23]1[C:24]([NH2:29])=[N:25][NH:26][C:27]=1[CH3:28]. (3) Given the product [C:23]([O:22][C:20](=[O:21])[NH:27][CH2:28][CH2:29][CH2:30][O:19][C:4]1[CH:5]=[CH:6][C:7]([C:9]2[CH:10]=[CH:11][C:12]3[N:13]([CH:15]=[C:16]([CH3:18])[N:17]=3)[N:14]=2)=[CH:8][C:3]=1[O:2][CH3:1])([CH3:26])([CH3:25])[CH3:24], predict the reactants needed to synthesize it. The reactants are: [CH3:1][O:2][C:3]1[CH:8]=[C:7]([C:9]2[CH:10]=[CH:11][C:12]3[N:13]([CH:15]=[C:16]([CH3:18])[N:17]=3)[N:14]=2)[CH:6]=[CH:5][C:4]=1[OH:19].[C:20]([NH:27][CH2:28][CH2:29][CH2:30]Br)([O:22][C:23]([CH3:26])([CH3:25])[CH3:24])=[O:21].